This data is from NCI-60 drug combinations with 297,098 pairs across 59 cell lines. The task is: Regression. Given two drug SMILES strings and cell line genomic features, predict the synergy score measuring deviation from expected non-interaction effect. Drug 1: CN1C(=O)N2C=NC(=C2N=N1)C(=O)N. Drug 2: C(CCl)NC(=O)N(CCCl)N=O. Cell line: HL-60(TB). Synergy scores: CSS=5.03, Synergy_ZIP=-3.02, Synergy_Bliss=-1.31, Synergy_Loewe=-2.65, Synergy_HSA=-2.39.